Dataset: Catalyst prediction with 721,799 reactions and 888 catalyst types from USPTO. Task: Predict which catalyst facilitates the given reaction. (1) Reactant: [OH:1][C@H:2]([CH2:34][OH:35])[CH2:3][C@H:4]([NH:15][C:16]([C:18]1[C:19]2[CH:26]=[N:25][N:24]([C:27]3[CH:32]=[CH:31][C:30]([F:33])=[CH:29][CH:28]=3)[C:20]=2[CH:21]=[N:22][CH:23]=1)=[O:17])[C:5]1[CH:10]=[CH:9][N:8]=[C:7]([S:11]([CH3:14])(=[O:13])=[O:12])[CH:6]=1.C1N=CN([C:41](N2C=NC=C2)=[O:42])C=1.O. Product: [CH3:14][S:11]([C:7]1[CH:6]=[C:5]([C@@H:4]([NH:15][C:16]([C:18]2[C:19]3[CH:26]=[N:25][N:24]([C:27]4[CH:28]=[CH:29][C:30]([F:33])=[CH:31][CH:32]=4)[C:20]=3[CH:21]=[N:22][CH:23]=2)=[O:17])[CH2:3][CH:2]2[CH2:34][O:35][C:41](=[O:42])[O:1]2)[CH:10]=[CH:9][N:8]=1)(=[O:12])=[O:13]. The catalyst class is: 3. (2) Reactant: Cl[C:2]1[C:11]2[C:6](=[CH:7][CH:8]=[C:9]([C:12]([N:14]3[CH2:17][C:16]([F:19])([F:18])[CH2:15]3)=[O:13])[CH:10]=2)[C:5]([NH2:20])=[N:4][CH:3]=1.[CH3:21][N:22]1[C:30]2[C:25](=[CH:26][CH:27]=[C:28](B3OC(C)(C)C(C)(C)O3)[CH:29]=2)[CH2:24][C:23]1=[O:40].CC([O-])=O.[K+].CN(C)C=O. Product: [NH2:20][C:5]1[C:6]2[C:11](=[CH:10][C:9]([C:12]([N:14]3[CH2:17][C:16]([F:19])([F:18])[CH2:15]3)=[O:13])=[CH:8][CH:7]=2)[C:2]([C:28]2[CH:29]=[C:30]3[C:25]([CH2:24][C:23](=[O:40])[N:22]3[CH3:21])=[CH:26][CH:27]=2)=[CH:3][N:4]=1. The catalyst class is: 6. (3) Reactant: [C:1]([C:9]([C:33]1[CH:38]=[CH:37][CH:36]=[CH:35][CH:34]=1)([CH2:24]/[CH:25]=[CH:26]/[C:27]1[CH:32]=[CH:31][CH:30]=[CH:29][CH:28]=1)[CH2:10][C:11]1[CH:16]=[CH:15][C:14]([O:17][P:18]([CH:21]([F:23])[F:22])(=[O:20])[OH:19])=[CH:13][CH:12]=1)(=O)[C:2]1[CH:7]=[CH:6][CH:5]=[CH:4][CH:3]=1. Product: [CH2:1]([C:9]([C:33]1[CH:34]=[CH:35][CH:36]=[CH:37][CH:38]=1)([CH2:24][CH2:25][CH2:26][C:27]1[CH:28]=[CH:29][CH:30]=[CH:31][CH:32]=1)[CH2:10][C:11]1[CH:16]=[CH:15][C:14]([O:17][P:18]([CH:21]([F:22])[F:23])(=[O:19])[OH:20])=[CH:13][CH:12]=1)[C:2]1[CH:3]=[CH:4][CH:5]=[CH:6][CH:7]=1. The catalyst class is: 99. (4) Reactant: [C:1](Cl)(=[O:3])[CH3:2].[Cl:5][C:6]1[CH:7]=[CH:8][C:9]2[N:15]([CH2:16][C:17]([CH3:21])([CH3:20])[CH2:18][OH:19])[C:14](=[O:22])[C@@H:13]([CH2:23][C:24]([NH:26][C@H:27]([CH3:31])[C:28]([OH:30])=[O:29])=[O:25])[O:12][C@H:11]([C:32]3[CH:37]=[CH:36][CH:35]=[C:34]([O:38][CH3:39])[C:33]=3[O:40][CH3:41])[C:10]=2[CH:42]=1.N1C=CC=CC=1.C(OCC)(=O)C. Product: [C:1]([O:19][CH2:18][C:17]([CH3:20])([CH3:21])[CH2:16][N:15]1[C:9]2[CH:8]=[CH:7][C:6]([Cl:5])=[CH:42][C:10]=2[C@@H:11]([C:32]2[CH:37]=[CH:36][CH:35]=[C:34]([O:38][CH3:39])[C:33]=2[O:40][CH3:41])[O:12][C@H:13]([CH2:23][C:24]([NH:26][C@H:27]([CH3:31])[C:28]([OH:30])=[O:29])=[O:25])[C:14]1=[O:22])(=[O:3])[CH3:2]. The catalyst class is: 6.